Dataset: Catalyst prediction with 721,799 reactions and 888 catalyst types from USPTO. Task: Predict which catalyst facilitates the given reaction. Reactant: Br[C:2]1[N:3]=[C:4]([Si](C)(C)C)[S:5][CH:6]=1.[Li]CCCC.[Cl:16][C:17]1[CH:24]=[CH:23][C:20]([CH:21]=[O:22])=[C:19]([O:25][CH3:26])[CH:18]=1.Cl.C([O-])([O-])=O.[Na+].[Na+]. Product: [Cl:16][C:17]1[CH:24]=[CH:23][C:20]([CH:21]([C:6]2[S:5][CH:4]=[N:3][CH:2]=2)[OH:22])=[C:19]([O:25][CH3:26])[CH:18]=1. The catalyst class is: 1.